From a dataset of Reaction yield outcomes from USPTO patents with 853,638 reactions. Predict the reaction yield, written as a fraction of the theoretical maximum amount of product (1.0 means a 100% yield; for example, 0.34 means a 34% yield). The reactants are [Cl:1][C:2]1[CH:3]([CH2:16][NH:17]C(=O)OC(C)(C)C)[O:4][B:5]2[C:14]3[C:13]=1[CH:12]=[CH:11][O:10][CH2:9][C:8]=3[CH:7]([CH3:15])[O:6]2. The catalyst is CCOCC.Cl.CCOCC. The product is [ClH:1].[Cl:1][C:2]1[CH:3]([CH2:16][NH2:17])[O:4][B:5]2[C:14]3[C:13]=1[CH:12]=[CH:11][O:10][CH2:9][C:8]=3[CH:7]([CH3:15])[O:6]2. The yield is 0.970.